This data is from Reaction yield outcomes from USPTO patents with 853,638 reactions. The task is: Predict the reaction yield, written as a fraction of the theoretical maximum amount of product (1.0 means a 100% yield; for example, 0.34 means a 34% yield). (1) The reactants are [N+:1]([C:4]1[CH:13]=[CH:12][C:11]([C:14]([OH:16])=[O:15])=[C:10]2[C:5]=1[CH:6]=[CH:7][CH:8]=[N:9]2)([O-:3])=[O:2].IC.[C:19](=O)([O-])[O-].[K+].[K+].O. The catalyst is CN(C=O)C. The product is [CH3:19][O:15][C:14]([C:11]1[CH:12]=[CH:13][C:4]([N+:1]([O-:3])=[O:2])=[C:5]2[C:10]=1[N:9]=[CH:8][CH:7]=[CH:6]2)=[O:16]. The yield is 0.784. (2) The reactants are [C:1](Cl)(=O)C(Cl)=O.[Cl:7][C:8]1[CH:13]=[CH:12][C:11]([C:14](=[O:17])[CH2:15][CH3:16])=[C:10]([NH:18][C:19]2[CH:24]=[CH:23][CH:22]=[CH:21][C:20]=2[Cl:25])[CH:9]=1. The catalyst is CN(C=O)C. The product is [Cl:7][C:8]1[CH:9]=[C:10]2[C:11]([C:14](=[O:17])[C:15]([CH3:1])=[CH:16][N:18]2[C:19]2[CH:24]=[CH:23][CH:22]=[CH:21][C:20]=2[Cl:25])=[CH:12][CH:13]=1. The yield is 0.149. (3) The reactants are [Cl:1][C:2]1[C:7]([C:8]2[N:9]=[C:10]([N:20]3[CH2:25][CH2:24][O:23][CH2:22][CH2:21]3)[S:11][C:12]=2[C:13]2[CH:18]=[CH:17][N:16]=[C:15](Cl)[N:14]=2)=[CH:6][CH:5]=[CH:4][C:3]=1[NH:26][S:27]([C:30]1[CH:35]=[C:34]([F:36])[CH:33]=[CH:32][C:31]=1[F:37])(=[O:29])=[O:28].[CH3:38][Zn]C.C1(C)C=CC=CC=1. The catalyst is O1CCOCC1.C1C=CC(P(C2C=CC=CC=2)[C-]2C=CC=C2)=CC=1.C1C=CC(P(C2C=CC=CC=2)[C-]2C=CC=C2)=CC=1.Cl[Pd]Cl.[Fe+2]. The product is [Cl:1][C:2]1[C:7]([C:8]2[N:9]=[C:10]([N:20]3[CH2:21][CH2:22][O:23][CH2:24][CH2:25]3)[S:11][C:12]=2[C:13]2[CH:18]=[CH:17][N:16]=[C:15]([CH3:38])[N:14]=2)=[CH:6][CH:5]=[CH:4][C:3]=1[NH:26][S:27]([C:30]1[CH:35]=[C:34]([F:36])[CH:33]=[CH:32][C:31]=1[F:37])(=[O:29])=[O:28]. The yield is 0.131. (4) The reactants are C(N(CC)CC)C.[C:8]([C:12]1[CH:13]=[C:14]([C:31](=[O:33])[CH3:32])[CH:15]=[C:16]([N:20]2[CH2:24][C@@H:23]([O:25][CH2:26][O:27][CH3:28])[C@H:22]([O:29][CH3:30])[CH2:21]2)[C:17]=1[O:18][CH3:19])([CH3:11])([CH3:10])[CH3:9].[Br:34]N1C(=O)CCC1=O. The catalyst is O1CCCC1.C(=O)([O-])O.[Na+].C(OCC)(=O)C. The product is [Br:34][CH2:32][C:31]([C:14]1[CH:15]=[C:16]([N:20]2[CH2:24][C@@H:23]([O:25][CH2:26][O:27][CH3:28])[C@H:22]([O:29][CH3:30])[CH2:21]2)[C:17]([O:18][CH3:19])=[C:12]([C:8]([CH3:11])([CH3:9])[CH3:10])[CH:13]=1)=[O:33]. The yield is 0.900. (5) The yield is 0.750. The reactants are [I-].[CH3:2][N+:3]1[C:16]2[C:7](=[CH:8][CH:9]=[C:10]3[C:15]=2[N:14]=[CH:13][CH:12]=[CH:11]3)[CH:6]=[CH:5][CH:4]=1.[OH-:17].[Na+]. The product is [CH3:2][N:3]1[C:16]2[C:7](=[CH:8][CH:9]=[C:10]3[C:15]=2[N:14]=[CH:13][CH:12]=[CH:11]3)[CH:6]=[CH:5][C:4]1=[O:17]. The catalyst is [Fe-3](C#N)(C#N)(C#N)(C#N)(C#N)C#N.[K+].[K+].[K+]. (6) The reactants are [C:1](#[N:9])[C:2]1[C:3](=[CH:5][CH:6]=[CH:7][CH:8]=1)[NH2:4].[NH2:10][OH:11]. The product is [NH2:4][C:3]1[CH:5]=[CH:6][CH:7]=[CH:8][C:2]=1[C:1](=[N:10][OH:11])[NH2:9]. The yield is 0.903. The catalyst is CCO.